This data is from Forward reaction prediction with 1.9M reactions from USPTO patents (1976-2016). The task is: Predict the product of the given reaction. The product is: [C:17]([NH:20][CH:21]([CH2:22][C:23]1[CH:24]=[CH:25][C:26]([OH:29])=[CH:27][CH:28]=1)[C:30]([NH:1][C:2]1[CH:7]=[CH:6][CH:5]=[CH:4][C:3]=1[C:8]1[NH:9][C:10]2[C:15]([CH:16]=1)=[CH:14][CH:13]=[CH:12][CH:11]=2)=[O:31])(=[O:19])[CH3:18]. Given the reactants [NH2:1][C:2]1[CH:7]=[CH:6][CH:5]=[CH:4][C:3]=1[C:8]1[NH:9][C:10]2[C:15]([CH:16]=1)=[CH:14][CH:13]=[CH:12][CH:11]=2.[C:17]([NH:20][C@H:21]([C:30](O)=[O:31])[CH2:22][C:23]1[CH:28]=[CH:27][C:26]([OH:29])=[CH:25][CH:24]=1)(=[O:19])[CH3:18], predict the reaction product.